Dataset: Forward reaction prediction with 1.9M reactions from USPTO patents (1976-2016). Task: Predict the product of the given reaction. The product is: [F:1][C:2]([F:12])([CH3:11])[CH2:3][CH:4]([CH2:8][CH2:9][CH3:10])[C:5]([O-:7])=[O:6].[Na+:14]. Given the reactants [F:1][C:2]([F:12])([CH3:11])[CH2:3][CH:4]([CH2:8][CH2:9][CH3:10])[C:5]([OH:7])=[O:6].[OH-].[Na+:14], predict the reaction product.